From a dataset of Forward reaction prediction with 1.9M reactions from USPTO patents (1976-2016). Predict the product of the given reaction. (1) Given the reactants [F:1][C:2]1[CH:7]=[C:6]([N:8]([CH2:21][C:22]2[CH:23]=[C:24]([C:28]3[C:33]([CH3:34])=[CH:32][C:31]([OH:35])=[CH:30][C:29]=3[CH3:36])[CH:25]=[CH:26][CH:27]=2)[S:9]([C:12]2[CH:17]=[CH:16][CH:15]=[CH:14][C:13]=2[N+:18]([O-:20])=[O:19])(=[O:11])=[O:10])[CH:5]=[CH:4][C:3]=1[CH2:37][CH2:38][C:39]([O:41][C:42]([CH3:45])([CH3:44])[CH3:43])=[O:40].[CH2:46]([S:48][CH2:49][CH2:50]O)[CH3:47].C(P(CCCC)CCCC)CCC.N(C(N1CCCCC1)=O)=NC(N1CCCCC1)=O, predict the reaction product. The product is: [CH2:46]([S:48][CH2:49][CH2:50][O:35][C:31]1[CH:32]=[C:33]([CH3:34])[C:28]([C:24]2[CH:25]=[CH:26][CH:27]=[C:22]([CH2:21][N:8]([S:9]([C:12]3[CH:17]=[CH:16][CH:15]=[CH:14][C:13]=3[N+:18]([O-:20])=[O:19])(=[O:10])=[O:11])[C:6]3[CH:5]=[CH:4][C:3]([CH2:37][CH2:38][C:39]([O:41][C:42]([CH3:45])([CH3:44])[CH3:43])=[O:40])=[C:2]([F:1])[CH:7]=3)[CH:23]=2)=[C:29]([CH3:36])[CH:30]=1)[CH3:47]. (2) Given the reactants [CH3:1][O:2][C:3]([C:5]1[S:6][C:7]([C:11]([F:14])([F:13])[F:12])=[CH:8][C:9]=1[OH:10])=[O:4].[CH2:15](I)[CH3:16], predict the reaction product. The product is: [CH3:1][O:2][C:3]([C:5]1[S:6][C:7]([C:11]([F:14])([F:12])[F:13])=[CH:8][C:9]=1[O:10][CH2:15][CH3:16])=[O:4]. (3) The product is: [CH:39]1([C:2]2[C:11]3[C:6](=[CH:7][CH:8]=[CH:9][CH:10]=3)[CH:5]=[N:4][C:3]=2[N:12]([CH2:27][C:28]2[CH:33]=[CH:32][C:31]([O:34][C:35]([F:38])([F:37])[F:36])=[CH:30][CH:29]=2)[S:13]([C:16]2[CH:26]=[CH:25][C:19]([C:20]([O:22][CH2:23][CH3:24])=[O:21])=[CH:18][CH:17]=2)(=[O:15])=[O:14])[CH2:41][CH2:40]1. Given the reactants Br[C:2]1[C:11]2[C:6](=[CH:7][CH:8]=[CH:9][CH:10]=2)[CH:5]=[N:4][C:3]=1[N:12]([CH2:27][C:28]1[CH:33]=[CH:32][C:31]([O:34][C:35]([F:38])([F:37])[F:36])=[CH:30][CH:29]=1)[S:13]([C:16]1[CH:26]=[CH:25][C:19]([C:20]([O:22][CH2:23][CH3:24])=[O:21])=[CH:18][CH:17]=1)(=[O:15])=[O:14].[CH:39]1(B(O)O)[CH2:41][CH2:40]1.C1(P(C2CCCCC2)C2CCCCC2)CCCCC1.P([O-])([O-])([O-])=O.[K+].[K+].[K+], predict the reaction product. (4) Given the reactants [C:1]([CH2:4][CH2:5][CH2:6][CH2:7][CH2:8][N:9]([CH3:63])[C@H:10]([C:14]([NH:16][C@H:17]([C:21]([N:23]([C@@H:25]([C@@H:59]([CH3:62])[CH2:60][CH3:61])[C@H:26]([O:57][CH3:58])[CH2:27][C:28]([N:30]1[CH2:34][CH2:33][CH2:32][C@H:31]1[C@H:35]([O:55][CH3:56])[C@@H:36]([CH3:54])[C:37]([NH:39][C@@H:40]([CH2:44][C:45]1[C:53]2[C:48](=[CH:49][CH:50]=[CH:51][CH:52]=2)[NH:47][CH:46]=1)[C:41]([NH2:43])=[O:42])=[O:38])=[O:29])[CH3:24])=[O:22])[CH:18]([CH3:20])[CH3:19])=[O:15])[CH:11]([CH3:13])[CH3:12])([OH:3])=O.[O:64]=[C:65]1[CH:69]=[CH:68][C:67](=[O:70])[N:66]1[CH2:71][CH2:72][CH2:73][CH2:74][CH2:75][C:76]([NH:78][NH2:79])=[O:77], predict the reaction product. The product is: [O:70]=[C:67]1[CH:68]=[CH:69][C:65](=[O:64])[N:66]1[CH2:71][CH2:72][CH2:73][CH2:74][CH2:75][C:76]([NH:78][NH:79][C:1](=[O:3])[CH2:4][CH2:5][CH2:6][CH2:7][CH2:8][N:9]([CH3:63])[C@H:10]([C:14]([NH:16][C@H:17]([C:21]([N:23]([C@@H:25]([C@@H:59]([CH3:62])[CH2:60][CH3:61])[C@H:26]([O:57][CH3:58])[CH2:27][C:28]([N:30]1[CH2:34][CH2:33][CH2:32][C@H:31]1[C@H:35]([O:55][CH3:56])[C@@H:36]([CH3:54])[C:37]([NH:39][C@@H:40]([CH2:44][C:45]1[C:53]2[C:48](=[CH:49][CH:50]=[CH:51][CH:52]=2)[NH:47][CH:46]=1)[C:41]([NH2:43])=[O:42])=[O:38])=[O:29])[CH3:24])=[O:22])[CH:18]([CH3:19])[CH3:20])=[O:15])[CH:11]([CH3:12])[CH3:13])=[O:77]. (5) Given the reactants Cl[C:2]1[CH:7]=[C:6]([N+:8]([O-:10])=[O:9])[CH:5]=[CH:4][C:3]=1[OH:11].[OH-:12].[Na+], predict the reaction product. The product is: [N+:8]([C:6]1[CH:7]=[C:2]([OH:12])[C:3]([OH:11])=[CH:4][CH:5]=1)([O-:10])=[O:9]. (6) Given the reactants [CH3:1][C@H:2]([NH2:11])[C@H:3]([OH:10])[C:4]1[CH:9]=[CH:8][CH:7]=[CH:6][CH:5]=1.[CH3:12][O:13][C:14](=[O:31])[C:15]1[CH:20]=[CH:19][C:18]([N:21]2[C:29]3[C:24](=[CH:25][C:26](I)=[CH:27][CH:28]=3)[CH:23]=[N:22]2)=[CH:17][CH:16]=1.C(=O)([O-])[O-].[Cs+].[Cs+].C(#N)CCC, predict the reaction product. The product is: [NH2:11][C@@H:2]([CH3:1])[C@@H:3]([C:4]1[CH:5]=[CH:6][CH:7]=[CH:8][CH:9]=1)[O:10][C:26]1[CH:25]=[C:24]2[C:29](=[CH:28][CH:27]=1)[N:21]([C:18]1[CH:19]=[CH:20][C:15]([C:14]([O:13][CH3:12])=[O:31])=[CH:16][CH:17]=1)[N:22]=[CH:23]2.